Binary Classification. Given a miRNA mature sequence and a target amino acid sequence, predict their likelihood of interaction. From a dataset of Experimentally validated miRNA-target interactions with 360,000+ pairs, plus equal number of negative samples. (1) The miRNA is mmu-miR-466k with sequence UGUGUGUGUACAUGUACAUGUGA. The protein sequence of the target gene is MAETVSPLKHFVLAKKAITAIFGQLLEFVTEGSHFVEATYRNPELDRIASEDDLVEIQGYRNKLAVIGEVLSRRHMKVAFFGRTSSGKSSVINAMLWDKVLPSGIGHTTNCFLSVEGTDGDKAYLMTEGSDEKKSVKTVNQLAHALHMDKDLKAGCLVHVFWPKAKCALLRDDLVLVDSPGTDVTTELDIWIDKFCLDADVFVLVANSESTLMNTEKHFFHKVNERLSKPNIFILNNRWDASASEPEYMEDVRRQHMERCLHFLVEELKVVSPSEARNRIFFVSAKEVLNSRKHKAQGMP.... Result: 0 (no interaction). (2) The miRNA is mmu-miR-6516-3p with sequence UCAUGUAUGAUACUGCAAACAG. The protein sequence of the target gene is MEEEVPGFYGESGKSVQATLSSLKMLDVGKWPIFSLCSEEELQLIRQACVFGSAGNEVLYTTVNDEIFVLGTNCSGCLGVGDIQSTIEPRRLDSLTGKKIASLSYGSGPHIVLATTDGEVFTWGHNAYSQLGNGTTNHGLVPCHISTNLSNKQVIEVACGSYHSLVLTSDGEVFAWGYNNSGQVGSGSTANQPIPRRVTGCLQNKVVMNIACGQMCSMAVVDTGEVYVWGYNGNGQLGLGSSGNQPTPCRVAALQGIRVQRVACGYAHTLVLTDEGQIYAWGANSYGQLGTGNKSNQSYP.... Result: 0 (no interaction).